The task is: Predict the reactants needed to synthesize the given product.. This data is from Full USPTO retrosynthesis dataset with 1.9M reactions from patents (1976-2016). Given the product [F:1][C:2]1[CH:3]=[CH:4][C:5]([C:8]2[N:9]=[CH:10][N:11]([CH:13]3[CH2:14][N:45]([C:47]([O:49][C:50]([CH3:53])([CH3:52])[CH3:51])=[O:48])[CH2:18]3)[CH:12]=2)=[CH:6][CH:7]=1, predict the reactants needed to synthesize it. The reactants are: [F:1][C:2]1[CH:7]=[CH:6][C:5]([C:8]2[N:9]=[CH:10][N:11]([CH:13]3[CH2:18]CN(C(OC(C)(C)C)=O)C[CH2:14]3)[CH:12]=2)=[CH:4][CH:3]=1.FC1C=CC(C2N=CNC=2)=CC=1.CS(OC1C[N:45]([C:47]([O:49][C:50]([CH3:53])([CH3:52])[CH3:51])=[O:48])C1)(=O)=O.